From a dataset of Full USPTO retrosynthesis dataset with 1.9M reactions from patents (1976-2016). Predict the reactants needed to synthesize the given product. Given the product [CH:57]1[CH:56]=[CH:55][N:47]2[CH2:48][C:49]3[CH:54]=[CH:53][CH:52]=[CH:51][C:50]=3[N:44]([C:42]([C:39]3[CH:40]=[CH:41][C:36]([CH2:35][NH:34][C:21]([N:4]4[C:3]5[C:8](=[CH:9][CH:10]=[CH:11][C:2]=5[F:1])[N:7]([CH2:12][CH2:13][O:14][CH3:15])[C:6](=[O:16])[CH2:5]4)=[O:20])=[C:37]([CH3:58])[CH:38]=3)=[O:43])[CH2:45][C:46]=12, predict the reactants needed to synthesize it. The reactants are: [F:1][C:2]1[CH:11]=[CH:10][CH:9]=[C:8]2[C:3]=1[NH:4][CH2:5][C:6](=[O:16])[N:7]2[CH2:12][CH2:13][O:14][CH3:15].ClC([O:20][C:21](Cl)(Cl)Cl)=O.C(N(C(C)C)CC)(C)C.[NH2:34][CH2:35][C:36]1[CH:41]=[CH:40][C:39]([C:42]([N:44]2[C:50]3[CH:51]=[CH:52][CH:53]=[CH:54][C:49]=3[CH2:48][N:47]3[CH:55]=[CH:56][CH:57]=[C:46]3[CH2:45]2)=[O:43])=[CH:38][C:37]=1[CH3:58].